From a dataset of Peptide-MHC class I binding affinity with 185,985 pairs from IEDB/IMGT. Regression. Given a peptide amino acid sequence and an MHC pseudo amino acid sequence, predict their binding affinity value. This is MHC class I binding data. The peptide sequence is KSVEFDMSHL. The MHC is H-2-Db with pseudo-sequence H-2-Db. The binding affinity (normalized) is 0.